From a dataset of Forward reaction prediction with 1.9M reactions from USPTO patents (1976-2016). Predict the product of the given reaction. (1) Given the reactants [CH:1]([CH:3]1[CH2:8][O:7][CH2:6][CH2:5][N:4]1[C:9]([O:11][CH2:12][CH:13]1[C:25]2[CH:24]=[CH:23][CH:22]=[CH:21][C:20]=2[C:19]2[C:14]1=[CH:15][CH:16]=[CH:17][CH:18]=2)=[O:10])=[O:2].FC(F)(F)S(O[Si](C)(C)C)(=O)=O.BrC1C=C2C(=C(C(OC)=O)C=1)NC=C2.C([SiH](CC)CC)C, predict the reaction product. The product is: [OH:2][CH2:1][CH:3]1[CH2:8][O:7][CH2:6][CH2:5][N:4]1[C:9]([O:11][CH2:12][CH:13]1[C:14]2[CH:15]=[CH:16][CH:17]=[CH:18][C:19]=2[C:20]2[C:25]1=[CH:24][CH:23]=[CH:22][CH:21]=2)=[O:10]. (2) Given the reactants [N+:1]([C:4]1[CH:5]=[C:6]2[C:11](=[C:12]([C:14]([O:16][CH3:17])=[O:15])[CH:13]=1)[N:10]=[CH:9][NH:8][C:7]2=O)([O-:3])=[O:2].O=P(Cl)(Cl)Cl.CCN(C(C)C)C(C)C.[Cl:33][C:34]1[CH:41]=[CH:40][C:37]([CH2:38][NH2:39])=[CH:36][C:35]=1[C:42]([F:45])([F:44])[F:43], predict the reaction product. The product is: [Cl:33][C:34]1[CH:41]=[CH:40][C:37]([CH2:38][NH:39][C:7]2[C:6]3[C:11](=[C:12]([C:14]([O:16][CH3:17])=[O:15])[CH:13]=[C:4]([N+:1]([O-:3])=[O:2])[CH:5]=3)[N:10]=[CH:9][N:8]=2)=[CH:36][C:35]=1[C:42]([F:43])([F:44])[F:45]. (3) Given the reactants [NH2:1][CH2:2][CH2:3][CH2:4][CH2:5][N:6]1[C:18]2[C:17]3[CH:16]=[CH:15][CH:14]=[CH:13][C:12]=3[N:11]=[C:10]([NH2:19])[C:9]=2[N:8]=[C:7]1[CH2:20][CH2:21][O:22][CH3:23].C(N(CC)CC)C.Cl[CH2:32][CH2:33][CH2:34][S:35](Cl)(=[O:37])=[O:36].N12CCCN=C1CCCCC2, predict the reaction product. The product is: [O:36]=[S:35]1(=[O:37])[CH2:34][CH2:33][CH2:32][N:1]1[CH2:2][CH2:3][CH2:4][CH2:5][N:6]1[C:18]2[C:17]3[CH:16]=[CH:15][CH:14]=[CH:13][C:12]=3[N:11]=[C:10]([NH2:19])[C:9]=2[N:8]=[C:7]1[CH2:20][CH2:21][O:22][CH3:23]. (4) Given the reactants [F:1][CH:2]([F:26])[C:3]1[S:7][C:6]([C:8]([NH:10][C:11]2[N:15]([CH2:16][C@H:17]3[CH2:21][CH2:20][CH2:19][NH:18]3)[C:14]3[CH:22]=[CH:23][CH:24]=[CH:25][C:13]=3[N:12]=2)=[O:9])=[CH:5][CH:4]=1.CN(C(ON1N=NC2C=CC=NC1=2)=[N+](C)C)C.F[P-](F)(F)(F)(F)F.[C:51]([CH2:53][C:54](O)=[O:55])#[N:52], predict the reaction product. The product is: [C:51]([CH2:53][C:54]([N:18]1[CH2:19][CH2:20][CH2:21][C@@H:17]1[CH2:16][N:15]1[C:14]2[CH:22]=[CH:23][CH:24]=[CH:25][C:13]=2[N:12]=[C:11]1[NH:10][C:8]([C:6]1[S:7][C:3]([CH:2]([F:1])[F:26])=[CH:4][CH:5]=1)=[O:9])=[O:55])#[N:52].